This data is from Reaction yield outcomes from USPTO patents with 853,638 reactions. The task is: Predict the reaction yield, written as a fraction of the theoretical maximum amount of product (1.0 means a 100% yield; for example, 0.34 means a 34% yield). (1) The reactants are Br.[NH2:2][C:3]1[C:4]([OH:17])=[C:5]([C:9]2[O:13][C:12]([C:14]([OH:16])=[O:15])=[CH:11][CH:10]=2)[CH:6]=[CH:7][CH:8]=1.[N:18]([O-])=O.[Na+].[CH2:22]1[C:30]2[C:25](=[CH:26][C:27]([N:31]3[C:35](=[O:36])[CH2:34][C:33]([CH3:37])=[N:32]3)=[CH:28][CH:29]=2)[CH2:24][CH2:23]1.C(=O)(O)[O-].[Na+]. The catalyst is Cl.C(O)C. The product is [OH:17][C:4]1[C:3]([NH:2][N:18]=[C:34]2[C:35](=[O:36])[N:31]([C:27]3[CH:26]=[C:25]4[C:30](=[CH:29][CH:28]=3)[CH2:22][CH2:23][CH2:24]4)[N:32]=[C:33]2[CH3:37])=[CH:8][CH:7]=[CH:6][C:5]=1[C:9]1[O:13][C:12]([C:14]([OH:16])=[O:15])=[CH:11][CH:10]=1. The yield is 0.718. (2) The reactants are [CH3:1][C:2]1([CH2:15][N:16]2[CH2:21][CH2:20][N:19]([C:22]3[CH:27]=[CH:26][CH:25]=[CH:24][CH:23]=3)[CH2:18][CH2:17]2)[CH2:6][C:5]2[C:7]([CH3:14])=[C:8]([OH:13])[C:9]([CH3:12])=[C:10]([CH3:11])[C:4]=2[O:3]1.[CH2:28](Br)[C:29]1[CH:34]=[CH:33][CH:32]=[CH:31][CH:30]=1. No catalyst specified. The product is [CH2:28]([O:13][C:8]1[C:9]([CH3:12])=[C:10]([CH3:11])[C:4]2[O:3][C:2]([CH3:1])([CH2:15][N:16]3[CH2:21][CH2:20][N:19]([C:22]4[CH:23]=[CH:24][CH:25]=[CH:26][CH:27]=4)[CH2:18][CH2:17]3)[CH2:6][C:5]=2[C:7]=1[CH3:14])[C:29]1[CH:34]=[CH:33][CH:32]=[CH:31][CH:30]=1. The yield is 0.480. (3) The reactants are [CH:1]1([NH:4][C:5]2[C:6]([NH2:11])=[CH:7][CH:8]=[CH:9][CH:10]=2)[CH2:3][CH2:2]1.C(N(C(C)C)CC)(C)C.[Cl:21][C:22]1[N:30]=[CH:29][CH:28]=[CH:27][C:23]=1[C:24](Cl)=[O:25]. The catalyst is C1COCC1. The product is [Cl:21][C:22]1[N:30]=[CH:29][CH:28]=[CH:27][C:23]=1[C:24]([NH:11][C:6]1[CH:7]=[CH:8][CH:9]=[CH:10][C:5]=1[NH:4][CH:1]1[CH2:3][CH2:2]1)=[O:25]. The yield is 0.650. (4) The reactants are [C:1]([O:5][C:6]([N:8]1[CH2:13][CH2:12][CH:11]([CH2:14][C:15]([OH:17])=O)[CH2:10][CH2:9]1)=[O:7])([CH3:4])([CH3:3])[CH3:2].C(Cl)(=O)C(Cl)=O.[NH2:24][C:25]1[CH:26]=[N:27][CH:28]=[C:29]([Br:31])[CH:30]=1.CCN(C(C)C)C(C)C.C([O-])(O)=O.[Na+]. The catalyst is C(Cl)Cl.CN(C1C=CN=CC=1)C.CN(C=O)C. The product is [Br:31][C:29]1[CH:30]=[C:25]([NH:24][C:15](=[O:17])[CH2:14][CH:11]2[CH2:10][CH2:9][N:8]([C:6]([O:5][C:1]([CH3:2])([CH3:3])[CH3:4])=[O:7])[CH2:13][CH2:12]2)[CH:26]=[N:27][CH:28]=1. The yield is 0.507.